From a dataset of Reaction yield outcomes from USPTO patents with 853,638 reactions. Predict the reaction yield, written as a fraction of the theoretical maximum amount of product (1.0 means a 100% yield; for example, 0.34 means a 34% yield). (1) The reactants are [N:1]1([C:8]([O:10][C:11]([CH3:14])([CH3:13])[CH3:12])=[O:9])[CH2:7][CH2:6][CH2:5][NH:4][CH2:3][CH2:2]1.C1C=CC(P(C2C(C3C(P(C4C=CC=CC=4)C4C=CC=CC=4)=CC=C4C=3C=CC=C4)=C3C(C=CC=C3)=CC=2)C2C=CC=CC=2)=CC=1.CC(C)([O-])C.[Na+].Br[C:68]1[C:69]([CH3:82])=[C:70]([CH3:81])[C:71]2[O:75][C:74]([CH3:77])([CH3:76])[C:73](=[O:78])[C:72]=2[C:79]=1[CH3:80]. The catalyst is O.C([O-])(=O)C.[Pd+2].C([O-])(=O)C.C1(C)C=CC=CC=1. The product is [CH3:76][C:74]1([CH3:77])[C:73](=[O:78])[C:72]2[C:79]([CH3:80])=[C:68]([N:4]3[CH2:5][CH2:6][CH2:7][N:1]([C:8]([O:10][C:11]([CH3:14])([CH3:13])[CH3:12])=[O:9])[CH2:2][CH2:3]3)[C:69]([CH3:82])=[C:70]([CH3:81])[C:71]=2[O:75]1. The yield is 0.140. (2) The reactants are [Cl:1][C:2]1[CH:7]=[CH:6][C:5]([N:8]2[CH2:13][CH2:12][N:11]([C:14](=[O:26])[CH2:15][N:16]3[C:20]4=[N:21][CH:22]=[CH:23][CH:24]=[C:19]4[C:18](I)=[N:17]3)[CH2:10][CH2:9]2)=[CH:4][C:3]=1[O:27][CH3:28].[CH3:29][N:30](C=O)C.O. The catalyst is CCOC(C)=O.C1C=CC(P(C2C=CC=CC=2)[C-]2C=CC=C2)=CC=1.C1C=CC(P(C2C=CC=CC=2)[C-]2C=CC=C2)=CC=1.[Fe+2].[C-]#N.[C-]#N.[Zn+2].C1C=CC(/C=C/C(/C=C/C2C=CC=CC=2)=O)=CC=1.C1C=CC(/C=C/C(/C=C/C2C=CC=CC=2)=O)=CC=1.C1C=CC(/C=C/C(/C=C/C2C=CC=CC=2)=O)=CC=1.[Pd].[Pd]. The product is [Cl:1][C:2]1[CH:7]=[CH:6][C:5]([N:8]2[CH2:13][CH2:12][N:11]([C:14](=[O:26])[CH2:15][N:16]3[C:20]4=[N:21][CH:22]=[CH:23][CH:24]=[C:19]4[C:18]([C:29]#[N:30])=[N:17]3)[CH2:10][CH2:9]2)=[CH:4][C:3]=1[O:27][CH3:28]. The yield is 0.930. (3) The product is [CH3:13][C:9]1([CH3:12])[CH2:10][CH2:11][C:6]([C:21]2[CH:26]=[CH:25][N:24]=[CH:23][CH:22]=2)=[CH:7][CH2:8]1. The catalyst is CN1CCCC1=O.C1C=CC(/C=C/C(/C=C/C2C=CC=CC=2)=O)=CC=1.C1C=CC(/C=C/C(/C=C/C2C=CC=CC=2)=O)=CC=1.C1C=CC(/C=C/C(/C=C/C2C=CC=CC=2)=O)=CC=1.[Pd].[Pd].[Cu]I. The yield is 0.360. The reactants are FC(F)(F)C(O[C:6]1[CH2:11][CH2:10][C:9]([CH3:13])([CH3:12])[CH2:8][CH:7]=1)=O.C([Sn](CCCC)(CCCC)[C:21]1[CH:26]=[CH:25][N:24]=[CH:23][CH:22]=1)CCC.C1C=CC(P(C2C=CC=CC=2)C2C=CC=CC=2)=CC=1.C([O-])([O-])=O.[K+].[K+]. (4) The reactants are C(OC(=O)[NH:10][CH2:11][CH2:12][C@H:13]1[CH2:18][CH2:17][C@@H:16]([NH:19][C:20]2[N:29]=[C:28]([N:30]([CH3:32])[CH3:31])[C:27]3[C:22](=[CH:23][CH:24]=[CH:25][CH:26]=3)[N:21]=2)[CH2:15][CH2:14]1)C1C=CC=CC=1.C1CC=CCC=1. The catalyst is CCO.[Pd]. The product is [NH2:10][CH2:11][CH2:12][C@@H:13]1[CH2:14][CH2:15][C@H:16]([NH:19][C:20]2[N:29]=[C:28]([N:30]([CH3:31])[CH3:32])[C:27]3[C:22](=[CH:23][CH:24]=[CH:25][CH:26]=3)[N:21]=2)[CH2:17][CH2:18]1. The yield is 0.770. (5) The reactants are [Cl:1][C:2]1[CH:3]=[C:4]([NH:9][C:10]2[N:14]=[C:13]([NH2:15])[NH:12][N:11]=2)[CH:5]=[C:6]([Cl:8])[CH:7]=1.[CH:16](=O)[C:17]1[O:21][CH:20]=[CH:19][CH:18]=1.[BH4-].[Na+]. The catalyst is CO. The product is [Cl:1][C:2]1[CH:3]=[C:4]([NH:9][C:10]2[N:14]=[C:13]([NH:15][CH2:16][C:17]3[O:21][CH:20]=[CH:19][CH:18]=3)[NH:12][N:11]=2)[CH:5]=[C:6]([Cl:8])[CH:7]=1. The yield is 0.540. (6) The yield is 0.380. The catalyst is O. The reactants are [Cl:1][C:2]1[C:3]([N:9]2[C:13]([C:14]([O:16][CH2:17][CH3:18])=[O:15])=[CH:12][C:11]([OH:19])=[N:10]2)=[N:4][CH:5]=[C:6]([Cl:8])[CH:7]=1.C(#N)C.C(=O)([O-])[O-].[K+].[K+].Br[CH2:30][C:31]#[CH:32]. The product is [Cl:1][C:2]1[C:3]([N:9]2[C:13]([C:14]([O:16][CH2:17][CH3:18])=[O:15])=[CH:12][C:11]([O:19][CH2:32][C:31]#[CH:30])=[N:10]2)=[N:4][CH:5]=[C:6]([Cl:8])[CH:7]=1. (7) The reactants are [CH3:1][O:2][CH2:3][C:4]1[CH:5]=[C:6]([CH:11]=[C:12](I)[CH:13]=1)[C:7]([O:9][CH3:10])=[O:8].[CH3:15][N:16](C)C=O. The catalyst is C(OCC)(=O)C.[C-]#N.[Zn+2].[C-]#N.C1C=CC([P]([Pd]([P](C2C=CC=CC=2)(C2C=CC=CC=2)C2C=CC=CC=2)([P](C2C=CC=CC=2)(C2C=CC=CC=2)C2C=CC=CC=2)[P](C2C=CC=CC=2)(C2C=CC=CC=2)C2C=CC=CC=2)(C2C=CC=CC=2)C2C=CC=CC=2)=CC=1. The product is [C:15]([C:12]1[CH:11]=[C:6]([CH:5]=[C:4]([CH2:3][O:2][CH3:1])[CH:13]=1)[C:7]([O:9][CH3:10])=[O:8])#[N:16]. The yield is 0.860. (8) The reactants are C(OC([NH:8][C:9]1([C:12]2[NH:13][C:14]([C:22]3[C:31]([F:32])=[CH:30][CH:29]=[C:28]4[C:23]=3[N:24]=[C:25]([NH:34][CH:35]3[CH2:37][CH2:36]3)[C:26]([CH3:33])=[N:27]4)=[CH:15][C:16]=2[C:17]([O:19]CC)=[O:18])[CH2:11][CH2:10]1)=O)(C)(C)C.O.[ClH:39].[OH-].[Na+]. The catalyst is O1CCOCC1. The product is [ClH:39].[NH2:8][C:9]1([C:12]2[NH:13][C:14]([C:22]3[C:31]([F:32])=[CH:30][CH:29]=[C:28]4[C:23]=3[N:24]=[C:25]([NH:34][CH:35]3[CH2:37][CH2:36]3)[C:26]([CH3:33])=[N:27]4)=[CH:15][C:16]=2[C:17]([OH:19])=[O:18])[CH2:10][CH2:11]1. The yield is 0.950. (9) The reactants are ClC1C(OC2CCC(F)(F)CC2)=CC(F)=C(C=1)C(OC)=O.[CH:22]1([C:25]2[C:26]([O:36][CH:37]3[CH2:44][CH2:43][C:40]4([CH2:42][CH2:41]4)[CH2:39][CH2:38]3)=[CH:27][C:28]([F:35])=[C:29]([CH:34]=2)[C:30]([O:32]C)=[O:31])[CH2:24][CH2:23]1. No catalyst specified. The product is [CH:22]1([C:25]2[C:26]([O:36][CH:37]3[CH2:44][CH2:43][C:40]4([CH2:41][CH2:42]4)[CH2:39][CH2:38]3)=[CH:27][C:28]([F:35])=[C:29]([CH:34]=2)[C:30]([OH:32])=[O:31])[CH2:24][CH2:23]1. The yield is 1.00.